This data is from HIV replication inhibition screening data with 41,000+ compounds from the AIDS Antiviral Screen. The task is: Binary Classification. Given a drug SMILES string, predict its activity (active/inactive) in a high-throughput screening assay against a specified biological target. (1) The compound is COc1cc(OC)cc(C2(C(=O)O)CCN(C)CC2)c1. The result is 0 (inactive). (2) The compound is CCN(CC)CCn1c(Cc2cccc(OC)c2)nc2ccccc21. The result is 0 (inactive). (3) The molecule is CSc1nc2c(c(=O)n1C)N=C(c1ccc(Cl)cc1)CC(c1ccccc1)N2. The result is 0 (inactive). (4) The molecule is CC1=Nc2c(C#N)ncn2N=C(C)C1. The result is 0 (inactive). (5) The molecule is O=C1C2Cc3ccccc3CN2C(=O)N1CN1CCN(CN2C(=O)C3Cc4ccccc4CN3C2=O)CC1. The result is 0 (inactive). (6) The molecule is CCOC(=O)C(=CNC(=S)Nc1ccc(OCC)cc1)C(=O)OCC. The result is 0 (inactive). (7) The drug is O=S(O)(=[OH+])c1ccc2c(c1)[OH+][Co-2]1([OH+]c3cc(S(=O)(O)=[OH+])ccc3C=[N+]1c1ccccc1)[N+](c1ccccc1)=C2. The result is 0 (inactive). (8) The drug is COc1ccc(-n2cnc3c2=NC(C)(C)NC=3C(N)=O)c(OC)c1. The result is 0 (inactive). (9) The drug is CCC1(CCCC=C(c2cc(Cl)c(OC)c(C(=O)OC)c2)c2cc(Cl)c(OC)c(C(=O)OC)c2)OCCO1. The result is 0 (inactive).